Dataset: Full USPTO retrosynthesis dataset with 1.9M reactions from patents (1976-2016). Task: Predict the reactants needed to synthesize the given product. (1) Given the product [C:14](=[O:22])([O:11][C:5]1([C:4]([F:3])([F:12])[F:13])[CH2:10][CH2:9][CH2:8][O:7][CH2:6]1)[O:15][C:16]1[CH:21]=[CH:20][CH:19]=[CH:18][N:17]=1, predict the reactants needed to synthesize it. The reactants are: [H-].[Na+].[F:3][C:4]([F:13])([F:12])[C:5]1([OH:11])[CH2:10][CH2:9][CH2:8][O:7][CH2:6]1.[C:14](=O)([O:22]C1C=CC=CN=1)[O:15][C:16]1[CH:21]=[CH:20][CH:19]=[CH:18][N:17]=1. (2) Given the product [N:12]1([CH2:2][C:3]([C:5]2[CH:10]=[CH:9][CH:8]=[C:7]([Br:11])[CH:6]=2)=[O:4])[C:16]2[CH:17]=[CH:18][CH:19]=[CH:20][C:15]=2[N:14]=[CH:13]1, predict the reactants needed to synthesize it. The reactants are: Br[CH2:2][C:3]([C:5]1[CH:10]=[CH:9][CH:8]=[C:7]([Br:11])[CH:6]=1)=[O:4].[N:12]1[C:16]2[CH:17]=[CH:18][CH:19]=[CH:20][C:15]=2[NH:14][CH:13]=1. (3) Given the product [CH2:25]([O:27][C:28](=[O:44])[CH:29]([C:38]1[CH:39]=[N:40][CH:41]=[CH:42][CH:43]=1)[CH2:30][C:31]1[CH:36]=[CH:35][C:34]([CH2:15][CH2:14][CH2:13][C:3]2[N:4]=[C:5]([C:7]3[CH:8]=[CH:9][CH:10]=[CH:11][CH:12]=3)[O:6][C:2]=2[CH3:1])=[CH:33][CH:32]=1)[CH3:26], predict the reactants needed to synthesize it. The reactants are: [CH3:1][C:2]1[O:6][C:5]([C:7]2[CH:12]=[CH:11][CH:10]=[CH:9][CH:8]=2)=[N:4][C:3]=1[CH2:13][CH:14]=[CH2:15].B1C2CCCC1CCC2.[CH2:25]([O:27][C:28](=[O:44])[CH:29]([C:38]1[CH:39]=[N:40][CH:41]=[CH:42][CH:43]=1)[CH2:30][C:31]1[CH:36]=[CH:35][C:34](Br)=[CH:33][CH:32]=1)[CH3:26].C([O-])([O-])=O.[Cs+].[Cs+].[As](C1C=CC=CC=1)(C1C=CC=CC=1)C1C=CC=CC=1.CC([O-])=O.[Na+].OO. (4) Given the product [Cl:3][CH2:18][C:16]1[N:15]=[CH:14][N:13]([C:8]2[CH:9]=[CH:10][C:11]([Cl:12])=[C:6]([Cl:5])[CH:7]=2)[CH:17]=1, predict the reactants needed to synthesize it. The reactants are: S(Cl)([Cl:3])=O.[Cl:5][C:6]1[CH:7]=[C:8]([N:13]2[CH:17]=[C:16]([CH2:18]O)[N:15]=[CH:14]2)[CH:9]=[CH:10][C:11]=1[Cl:12].[OH-].[Na+].